Regression. Given two drug SMILES strings and cell line genomic features, predict the synergy score measuring deviation from expected non-interaction effect. From a dataset of NCI-60 drug combinations with 297,098 pairs across 59 cell lines. (1) Drug 1: CCC(=C(C1=CC=CC=C1)C2=CC=C(C=C2)OCCN(C)C)C3=CC=CC=C3.C(C(=O)O)C(CC(=O)O)(C(=O)O)O. Drug 2: COC1=NC(=NC2=C1N=CN2C3C(C(C(O3)CO)O)O)N. Cell line: BT-549. Synergy scores: CSS=2.45, Synergy_ZIP=1.53, Synergy_Bliss=4.95, Synergy_Loewe=1.21, Synergy_HSA=1.49. (2) Drug 1: CC1C(C(CC(O1)OC2CC(CC3=C2C(=C4C(=C3O)C(=O)C5=C(C4=O)C(=CC=C5)OC)O)(C(=O)C)O)N)O.Cl. Drug 2: B(C(CC(C)C)NC(=O)C(CC1=CC=CC=C1)NC(=O)C2=NC=CN=C2)(O)O. Cell line: TK-10. Synergy scores: CSS=15.6, Synergy_ZIP=-3.22, Synergy_Bliss=4.73, Synergy_Loewe=3.45, Synergy_HSA=2.80. (3) Drug 1: CC1=C(C(=CC=C1)Cl)NC(=O)C2=CN=C(S2)NC3=CC(=NC(=N3)C)N4CCN(CC4)CCO. Drug 2: C1CN(P(=O)(OC1)NCCCl)CCCl. Cell line: SK-OV-3. Synergy scores: CSS=15.5, Synergy_ZIP=7.28, Synergy_Bliss=8.15, Synergy_Loewe=-4.39, Synergy_HSA=5.83. (4) Drug 1: C#CCC(CC1=CN=C2C(=N1)C(=NC(=N2)N)N)C3=CC=C(C=C3)C(=O)NC(CCC(=O)O)C(=O)O. Drug 2: CCC1(C2=C(COC1=O)C(=O)N3CC4=CC5=C(C=CC(=C5CN(C)C)O)N=C4C3=C2)O.Cl. Cell line: HOP-92. Synergy scores: CSS=21.2, Synergy_ZIP=-4.55, Synergy_Bliss=3.38, Synergy_Loewe=2.49, Synergy_HSA=0.638. (5) Drug 1: C1=CN(C(=O)N=C1N)C2C(C(C(O2)CO)O)O.Cl. Drug 2: C1CNP(=O)(OC1)N(CCCl)CCCl. Cell line: M14. Synergy scores: CSS=44.2, Synergy_ZIP=1.90, Synergy_Bliss=2.40, Synergy_Loewe=-62.7, Synergy_HSA=1.15. (6) Drug 1: CC1=C(C=C(C=C1)NC(=O)C2=CC=C(C=C2)CN3CCN(CC3)C)NC4=NC=CC(=N4)C5=CN=CC=C5. Drug 2: C#CCC(CC1=CN=C2C(=N1)C(=NC(=N2)N)N)C3=CC=C(C=C3)C(=O)NC(CCC(=O)O)C(=O)O. Cell line: K-562. Synergy scores: CSS=80.1, Synergy_ZIP=0.732, Synergy_Bliss=-8.53, Synergy_Loewe=25.2, Synergy_HSA=-5.36.